Dataset: HIV replication inhibition screening data with 41,000+ compounds from the AIDS Antiviral Screen. Task: Binary Classification. Given a drug SMILES string, predict its activity (active/inactive) in a high-throughput screening assay against a specified biological target. (1) The molecule is Cc1occc1C(=S)Nc1ccc(Cl)c(C(=O)OC(C(C)C)C(C)C)c1. The result is 1 (active). (2) The molecule is COc1nc(N2CCNCC2)nc2c1CCCC2.O=C(O)C=CC(=O)O. The result is 0 (inactive). (3) The molecule is CC1OC(C(C)(C)C)OC(=O)C1C(OC(=O)c1ccccc1)c1cccc2ccccc12. The result is 0 (inactive). (4) The molecule is c1ccc(-c2c[se]nn2)cc1. The result is 0 (inactive).